Dataset: Catalyst prediction with 721,799 reactions and 888 catalyst types from USPTO. Task: Predict which catalyst facilitates the given reaction. (1) Reactant: [O:1]1[CH2:6][CH2:5][N:4]([C:7]2[CH:8]=[C:9]([CH:13]=[C:14]([F:16])[CH:15]=2)[C:10]([OH:12])=O)[CH2:3][CH2:2]1.C(Cl)(=O)C(Cl)=O.[CH2:23]([O:25][C:26]([C:28]1[S:29][C:30]([NH2:34])=[CH:31][C:32]=1[CH3:33])=[O:27])[CH3:24].C(N(CC)CC)C. Product: [CH2:23]([O:25][C:26]([C:28]1[S:29][C:30]([NH:34][C:10](=[O:12])[C:9]2[CH:8]=[C:7]([N:4]3[CH2:3][CH2:2][O:1][CH2:6][CH2:5]3)[CH:15]=[C:14]([F:16])[CH:13]=2)=[CH:31][C:32]=1[CH3:33])=[O:27])[CH3:24]. The catalyst class is: 120. (2) Reactant: O[CH:2]1[C:11]2[C:6](=[CH:7][CH:8]=[CH:9][CH:10]=2)[CH:5]([C:12]([O:14][CH3:15])=[O:13])[CH2:4][CH2:3]1.P(Br)(Br)[Br:17]. Product: [Br:17][CH:2]1[C:11]2[C:6](=[CH:7][CH:8]=[CH:9][CH:10]=2)[CH:5]([C:12]([O:14][CH3:15])=[O:13])[CH2:4][CH2:3]1. The catalyst class is: 503. (3) Reactant: [Br:1][C:2]1[C:3](Cl)=[N:4][C:5]([Cl:8])=[N:6][CH:7]=1.C(N(CC)CC)C.[NH:17]1[CH2:22][CH2:21][CH:20]([CH2:23][OH:24])[CH2:19][CH2:18]1.O. Product: [Br:1][C:2]1[C:3]([N:17]2[CH2:22][CH2:21][CH:20]([CH2:23][OH:24])[CH2:19][CH2:18]2)=[N:4][C:5]([Cl:8])=[N:6][CH:7]=1. The catalyst class is: 1. (4) Reactant: [O:1]=[C:2]1[CH2:11][CH2:10][C:9]2[C:4](=[CH:5][CH:6]=[C:7]([C:12]([OH:14])=O)[CH:8]=2)[NH:3]1.[CH3:15][C:16]1[CH:17]=[C:18]([CH:20]=[CH:21][C:22]=1[CH3:23])[NH2:19].C(Cl)CCl. Product: [CH3:15][C:16]1[CH:17]=[C:18]([NH:19][C:12]([C:7]2[CH:8]=[C:9]3[C:4](=[CH:5][CH:6]=2)[NH:3][C:2](=[O:1])[CH2:11][CH2:10]3)=[O:14])[CH:20]=[CH:21][C:22]=1[CH3:23]. The catalyst class is: 3.